The task is: Predict the reactants needed to synthesize the given product.. This data is from Full USPTO retrosynthesis dataset with 1.9M reactions from patents (1976-2016). (1) Given the product [N:1]1([C:5]([C:7]2[CH:8]=[C:9]([C:14]3[CH:19]=[CH:18][N:17]=[C:16]([NH:20][C:21]4[CH:26]=[CH:25][N:24]=[C:23]([CH3:27])[N:22]=4)[CH:15]=3)[CH:10]=[N:11][C:12]=2[CH3:13])=[S:29])[CH2:4][CH2:3][CH2:2]1, predict the reactants needed to synthesize it. The reactants are: [N:1]1([C:5]([C:7]2[CH:8]=[C:9]([C:14]3[CH:19]=[CH:18][N:17]=[C:16]([NH:20][C:21]4[CH:26]=[CH:25][N:24]=[C:23]([CH3:27])[N:22]=4)[CH:15]=3)[CH:10]=[N:11][C:12]=2[CH3:13])=O)[CH2:4][CH2:3][CH2:2]1.P12(SP3(SP(SP(S3)(S1)=S)(=S)S2)=S)=[S:29].C([O-])(O)=O.[Na+]. (2) Given the product [ClH:1].[N:22]1([CH2:2][CH2:3][C:4](=[O:21])[CH2:5][C:6]2[CH:10]=[C:9]([C:11](=[O:19])[C:12]3[CH:17]=[CH:16][C:15]([N:8]4[CH2:9][CH2:10][CH2:6][CH2:7]4)=[CH:14][CH:13]=3)[N:8]([CH3:20])[CH:7]=2)[CH2:26][CH2:25][CH2:24][CH2:23]1, predict the reactants needed to synthesize it. The reactants are: [Cl:1][CH2:2][CH2:3][C:4](=[O:21])[CH2:5][C:6]1[CH:10]=[C:9]([C:11](=[O:19])[C:12]2[CH:17]=[CH:16][C:15](Cl)=[CH:14][CH:13]=2)[N:8]([CH3:20])[CH:7]=1.[NH:22]1[CH2:26][CH2:25][CH2:24][CH2:23]1.